Dataset: Catalyst prediction with 721,799 reactions and 888 catalyst types from USPTO. Task: Predict which catalyst facilitates the given reaction. (1) Product: [F:1][C@H:2]1[CH2:18][C@@H:17]2[C@:9]([F:28])([C@@H:10]([OH:27])[CH2:11][C@@:12]3([CH3:26])[C@H:16]2[CH2:15][CH:14]=[C:13]3[C:19](=[O:25])[CH2:20][OH:21])[C@:8]2([CH3:29])[C:3]1=[CH:4][C:5](=[O:30])[CH:6]=[CH:7]2. The catalyst class is: 8. Reactant: [F:1][C@H:2]1[CH2:18][C@@H:17]2[C@:9]([F:28])([C@@H:10]([OH:27])[CH2:11][C@@:12]3([CH3:26])[C@H:16]2[CH2:15][CH:14]=[C:13]3[C:19](=[O:25])[CH2:20][O:21]C(=O)C)[C@:8]2([CH3:29])[C:3]1=[CH:4][C:5](=[O:30])[CH:6]=[CH:7]2. (2) The catalyst class is: 43. Reactant: [N+:1]([C:4]1[CH:5]=[CH:6][C:7]([NH:10][C:11]2[C:12]([C:16]3[CH:21]=[CH:20][CH:19]=[CH:18][N:17]=3)=[N:13][NH:14][CH:15]=2)=[N:8][CH:9]=1)([O-])=O. Product: [N:17]1[CH:18]=[CH:19][CH:20]=[CH:21][C:16]=1[C:12]1[C:11]([NH:10][C:7]2[CH:6]=[CH:5][C:4]([NH2:1])=[CH:9][N:8]=2)=[CH:15][NH:14][N:13]=1.